This data is from Reaction yield outcomes from USPTO patents with 853,638 reactions. The task is: Predict the reaction yield, written as a fraction of the theoretical maximum amount of product (1.0 means a 100% yield; for example, 0.34 means a 34% yield). (1) The reactants are [NH2:1][C:2]1[CH:7]=[C:6](Cl)[CH:5]=[CH:4][N:3]=1.Cl.N1C=CC=CC=1.[C:16]1([NH:22][C:23]([N:25]2[C:33]3[C:28](=[CH:29][C:30]([NH2:34])=[CH:31][CH:32]=3)[CH:27]=[CH:26]2)=[O:24])[CH:21]=[CH:20][CH:19]=[CH:18][CH:17]=1. The catalyst is CN1CCCC1=O. The product is [C:16]1([NH:22][C:23]([N:25]2[C:33]3[C:28](=[CH:29][C:30]([NH:34][C:6]4[CH:5]=[CH:4][N:3]=[C:2]([NH2:1])[CH:7]=4)=[CH:31][CH:32]=3)[CH:27]=[CH:26]2)=[O:24])[CH:17]=[CH:18][CH:19]=[CH:20][CH:21]=1. The yield is 0.357. (2) The reactants are [Cl:1][C:2]1[CH:3]=[N:4][N:5]([CH3:16])[C:6]=1[C:7]1[CH:8]=[C:9]([C:13]([OH:15])=O)[O:10][C:11]=1[CH3:12].[NH2:17][C@@H:18]([CH2:31][C:32]1[CH:37]=[CH:36][CH:35]=[CH:34][C:33]=1[C:38]([F:41])([F:40])[F:39])[CH2:19][N:20]1[C:28](=[O:29])[C:27]2[C:22](=[CH:23][CH:24]=[CH:25][CH:26]=2)[C:21]1=[O:30].C(N(C(C)C)CC)(C)C.F[P-](F)(F)(F)(F)F.Br[P+](N1CCCC1)(N1CCCC1)N1CCCC1. The catalyst is C(Cl)Cl. The product is [Cl:1][C:2]1[CH:3]=[N:4][N:5]([CH3:16])[C:6]=1[C:7]1[CH:8]=[C:9]([C:13]([NH:17][C@@H:18]([CH2:31][C:32]2[CH:37]=[CH:36][CH:35]=[CH:34][C:33]=2[C:38]([F:41])([F:39])[F:40])[CH2:19][N:20]2[C:28](=[O:29])[C:27]3[C:22](=[CH:23][CH:24]=[CH:25][CH:26]=3)[C:21]2=[O:30])=[O:15])[O:10][C:11]=1[CH3:12]. The yield is 0.490. (3) The reactants are [O:1]1[C:5]2[CH:6]=[CH:7][C:8]([CH2:10][C:11]#N)=[CH:9][C:4]=2[O:3][CH2:2]1.Br[CH2:14][CH2:15]Cl.[OH-:17].[Na+].[OH2:19]. The catalyst is [Cl-].C([N+](CC)(CC)CC)C1C=CC=CC=1. The product is [O:1]1[C:5]2[CH:6]=[CH:7][C:8]([C:10]3([C:11]([OH:19])=[O:17])[CH2:15][CH2:14]3)=[CH:9][C:4]=2[O:3][CH2:2]1. The yield is 0.800. (4) The reactants are [CH2:1]([NH:8][C@@H:9]([CH:11]1[CH2:13][CH2:12]1)[CH3:10])[C:2]1[CH:7]=[CH:6][CH:5]=[CH:4][CH:3]=1.[Br:14][CH2:15][C:16](Br)=[O:17]. The catalyst is C(Cl)Cl. The product is [CH2:1]([N:8]([C@@H:9]([CH:11]1[CH2:13][CH2:12]1)[CH3:10])[C:16](=[O:17])[CH2:15][Br:14])[C:2]1[CH:7]=[CH:6][CH:5]=[CH:4][CH:3]=1. The yield is 0.880. (5) The reactants are [CH2:1]([C:3]1[CH:4]=[N:5][CH:6]=[CH:7][C:8]=1[CH2:9][S:10][C:11]1[N:16]=[C:15]([OH:17])[CH:14]=[C:13]([CH3:18])[N:12]=1)[CH3:2].[ClH:19].O1CCOCC1. The catalyst is CO. The product is [ClH:19].[CH2:1]([C:3]1[CH:4]=[N:5][CH:6]=[CH:7][C:8]=1[CH2:9][S:10][C:11]1[N:16]=[C:15]([OH:17])[CH:14]=[C:13]([CH3:18])[N:12]=1)[CH3:2]. The yield is 0.970. (6) The reactants are [Br:1][C:2]1[C:7](=[O:8])[N:6]([CH2:9][CH2:10][C:11](O)=[O:12])[N:5]=[CH:4][C:3]=1[NH:14][C@@H:15]1[CH2:20][C@@H:19]2[CH2:21][C@@H:17]([C:18]2([CH3:23])[CH3:22])[C@H:16]1[CH3:24].Cl.CN(C)CCCN=C=NCC.C(N(CC)CC)C.[C:44]1([CH:50]([NH2:52])[CH3:51])[CH:49]=[CH:48][CH:47]=[CH:46][CH:45]=1. The catalyst is CN(C)C=O.C(OCC)(=O)C. The product is [Br:1][C:2]1[C:7](=[O:8])[N:6]([CH2:9][CH2:10][C:11]([NH:52][CH:50]([C:44]2[CH:49]=[CH:48][CH:47]=[CH:46][CH:45]=2)[CH3:51])=[O:12])[N:5]=[CH:4][C:3]=1[NH:14][C@@H:15]1[CH2:20][C@@H:19]2[CH2:21][C@@H:17]([C:18]2([CH3:23])[CH3:22])[C@H:16]1[CH3:24]. The yield is 0.950. (7) The reactants are C(N(CC)CC)C.[F:8][C:9]1[CH:14]=[CH:13][CH:12]=[CH:11][C:10]=1[N:15]1[C:23]2[C:18](=[C:19]([N:24]3[CH2:31][C@@H:30]4[C@@H:26]([CH2:27][NH:28][CH2:29]4)[C:25]3=[O:32])[CH:20]=[CH:21][CH:22]=2)[CH:17]=[N:16]1.[CH:33]1([S:36](Cl)(=[O:38])=[O:37])[CH2:35][CH2:34]1. The catalyst is C(Cl)Cl. The product is [CH:33]1([S:36]([N:28]2[CH2:29][C@@H:30]3[CH2:31][N:24]([C:19]4[CH:20]=[CH:21][CH:22]=[C:23]5[C:18]=4[CH:17]=[N:16][N:15]5[C:10]4[CH:11]=[CH:12][CH:13]=[CH:14][C:9]=4[F:8])[C:25](=[O:32])[C@@H:26]3[CH2:27]2)(=[O:38])=[O:37])[CH2:35][CH2:34]1. The yield is 0.740. (8) The reactants are COC1C=CC(P2(=S)SP(C3C=CC(OC)=CC=3)(=S)S2)=CC=1.[F:23][C:24]1[CH:29]=[CH:28][C:27]([NH:30][C:31](=O)[C@@H:32]([NH:34][C:35]2[N:43]=[CH:42][N:41]=[C:40]3[C:36]=2[N:37]=[CH:38][N:39]3C2CCCCO2)[CH3:33])=[C:26]([NH:51][C:52]2[N:57]=[CH:56][CH:55]=[CH:54][N:53]=2)[CH:25]=1. The catalyst is O1CCCC1. The product is [F:23][C:24]1[CH:29]=[CH:28][C:27]2[N:30]=[C:31]([C@@H:32]([NH:34][C:35]3[N:43]=[CH:42][N:41]=[C:40]4[C:36]=3[NH:37][CH:38]=[N:39]4)[CH3:33])[N:51]([C:52]3[N:57]=[CH:56][CH:55]=[CH:54][N:53]=3)[C:26]=2[CH:25]=1. The yield is 0.410.